From a dataset of Catalyst prediction with 721,799 reactions and 888 catalyst types from USPTO. Predict which catalyst facilitates the given reaction. (1) Reactant: [OH:1][C:2]1[CH:7]=[CH:6][C:5]([CH2:8][C:9]([O:11][CH3:12])=[O:10])=[CH:4][CH:3]=1. Product: [OH:1][C@@H:2]1[CH2:3][CH2:4][C@H:5]([CH2:8][C:9]([O:11][CH3:12])=[O:10])[CH2:6][CH2:7]1. The catalyst class is: 847. (2) Reactant: C([O:3][C:4](=[O:20])[C:5]1[CH:17]=[C:16]([CH:18]=[O:19])[CH:15]=[C:7]([C:8]([N:10]([CH3:14])[CH2:11][CH2:12][CH3:13])=[O:9])[CH:6]=1)C.S([CH2:31][N+:32]#[C-:33])(C1C=CC(C)=CC=1)(=O)=O.C[O-].[Na+]. Product: [CH3:14][N:10]([CH2:11][CH2:12][CH3:13])[C:8](=[O:9])[C:7]1[CH:6]=[C:5]([CH:17]=[C:16]([C:18]2[O:19][CH:33]=[N:32][CH:31]=2)[CH:15]=1)[C:4]([OH:3])=[O:20]. The catalyst class is: 5. (3) Reactant: [OH:1][C@:2]([C:31]1[CH:36]=[CH:35][CH:34]=[CH:33][CH:32]=1)([CH3:30])[C:3]([N:5]1[CH2:29][CH2:28][CH2:27][C@H:6]1[C:7]([NH:9][CH2:10][C:11]1[CH:16]=[C:15]([Cl:17])[CH:14]=[CH:13][C:12]=1[CH2:18][NH:19]C(OC(C)(C)C)=O)=[O:8])=[O:4]. Product: [OH:1][C@:2]([C:31]1[CH:36]=[CH:35][CH:34]=[CH:33][CH:32]=1)([CH3:30])[C:3]([N:5]1[CH2:29][CH2:28][CH2:27][C@H:6]1[C:7]([NH:9][CH2:10][C:11]1[CH:16]=[C:15]([Cl:17])[CH:14]=[CH:13][C:12]=1[CH2:18][NH2:19])=[O:8])=[O:4]. The catalyst class is: 25.